Task: Predict which catalyst facilitates the given reaction.. Dataset: Catalyst prediction with 721,799 reactions and 888 catalyst types from USPTO Reactant: [Cl:1][C:2]1[CH:7]=[CH:6][C:5]([CH:8]([NH:19][C:20]2[CH:25]=[C:24]([CH3:26])[C:23](=[O:27])[N:22]([CH3:28])[CH:21]=2)[C:9]2[C:10]([C:16](O)=[O:17])=[N:11][N:12]([CH3:15])[C:13]=2[CH3:14])=[CH:4][CH:3]=1. Product: [Cl:1][C:2]1[CH:7]=[CH:6][C:5]([CH:8]2[C:9]3[C:10](=[N:11][N:12]([CH3:15])[C:13]=3[CH3:14])[C:16](=[O:17])[N:19]2[C:20]2[CH:25]=[C:24]([CH3:26])[C:23](=[O:27])[N:22]([CH3:28])[CH:21]=2)=[CH:4][CH:3]=1. The catalyst class is: 61.